This data is from Reaction yield outcomes from USPTO patents with 853,638 reactions. The task is: Predict the reaction yield, written as a fraction of the theoretical maximum amount of product (1.0 means a 100% yield; for example, 0.34 means a 34% yield). (1) The reactants are [NH2:1][C:2]1[CH:3]=[C:4]2[C:9](=[C:10]([C:12]([F:15])([F:14])[F:13])[CH:11]=1)[N:8]=[CH:7][C:6]([C:16]#[N:17])=[C:5]2[NH:18][C:19]1[CH:24]=[CH:23][C:22]([F:25])=[C:21]([Cl:26])[CH:20]=1.[F:27][C:28]1[CH:35]=[CH:34][CH:33]=[CH:32][C:29]=1[CH:30]=O.[BH3-]C#N.[Na+]. The catalyst is CCO. The product is [Cl:26][C:21]1[CH:20]=[C:19]([NH:18][C:5]2[C:4]3[C:9](=[C:10]([C:12]([F:13])([F:14])[F:15])[CH:11]=[C:2]([NH:1][CH2:30][C:29]4[CH:32]=[CH:33][CH:34]=[CH:35][C:28]=4[F:27])[CH:3]=3)[N:8]=[CH:7][C:6]=2[C:16]#[N:17])[CH:24]=[CH:23][C:22]=1[F:25]. The yield is 0.180. (2) The reactants are [O:1]1[C:10]2[CH:9]=[C:8]([CH:11]=[O:12])[N:7]=[CH:6][C:5]=2[O:4][CH2:3][CH2:2]1.[O-:13]Cl=O.[Na+].NS(O)(=O)=O. The catalyst is CC(C)=O.O. The product is [O:1]1[C:10]2[CH:9]=[C:8]([C:11]([OH:13])=[O:12])[N:7]=[CH:6][C:5]=2[O:4][CH2:3][CH2:2]1. The yield is 0.700. (3) The reactants are [O:1]1[CH2:3][CH:2]1[CH2:4][O:5][C:6]1[CH:11]=[CH:10][C:9]([CH2:12][OH:13])=[CH:8][CH:7]=1.[F:14][C:15]1[CH:20]=[CH:19][C:18]([C:21]2[C:29]3[C:28]([N:30]4[CH2:35][CH2:34][CH:33]([NH2:36])[CH2:32][CH2:31]4)=[N:27][CH:26]=[N:25][C:24]=3[S:23][CH:22]=2)=[CH:17][CH:16]=1. The catalyst is CC(O)C.CS(C)=O. The product is [F:14][C:15]1[CH:20]=[CH:19][C:18]([C:21]2[C:29]3[C:28]([N:30]4[CH2:35][CH2:34][CH:33]([NH:36][CH2:3][CH:2]([OH:1])[CH2:4][O:5][C:6]5[CH:11]=[CH:10][C:9]([CH2:12][OH:13])=[CH:8][CH:7]=5)[CH2:32][CH2:31]4)=[N:27][CH:26]=[N:25][C:24]=3[S:23][CH:22]=2)=[CH:17][CH:16]=1. The yield is 0.290.